The task is: Predict the reaction yield, written as a fraction of the theoretical maximum amount of product (1.0 means a 100% yield; for example, 0.34 means a 34% yield).. This data is from Reaction yield outcomes from USPTO patents with 853,638 reactions. (1) The catalyst is C(O)C.Cl. The yield is 0.170. The reactants are [CH3:1][O:2][C@@H:3]1[CH2:8][CH2:7][C@H:6]([N:9]2[C:18]3[C:13](=[N:14][CH:15]=[C:16]([C:19]4[C:20]([CH3:36])=[N:21][C:22]([C:25]5[N:29](C6CCCCO6)[CH:28]=[N:27][N:26]=5)=[CH:23][CH:24]=4)[N:17]=3)[NH:12][C:11](=[O:37])[CH2:10]2)[CH2:5][CH2:4]1. The product is [CH3:1][O:2][C@@H:3]1[CH2:8][CH2:7][C@H:6]([N:9]2[C:18]3[C:13](=[N:14][CH:15]=[C:16]([C:19]4[C:20]([CH3:36])=[N:21][C:22]([C:25]5[NH:29][CH:28]=[N:27][N:26]=5)=[CH:23][CH:24]=4)[N:17]=3)[NH:12][C:11](=[O:37])[CH2:10]2)[CH2:5][CH2:4]1. (2) The reactants are C[O:2][C:3](=[O:22])[C:4]1[CH:9]=[CH:8][C:7]([NH:10][C:11]([NH:13][C:14]2[CH:19]=[N:18][CH:17]=[CH:16][N:15]=2)=[O:12])=[C:6]([O:20][CH3:21])[CH:5]=1.O.O.[OH-].[Li+]. The catalyst is CO. The product is [CH3:21][O:20][C:6]1[CH:5]=[C:4]([CH:9]=[CH:8][C:7]=1[NH:10][C:11]([NH:13][C:14]1[CH:19]=[N:18][CH:17]=[CH:16][N:15]=1)=[O:12])[C:3]([OH:22])=[O:2]. The yield is 0.930. (3) The reactants are [NH2:1][C:2]1[C:3](I)=[CH:4][C:5]2[C:6]3[CH:7]=[CH:8][N:9]=[C:10]([CH:30]=3)[C@@H:11]([NH:22][C:23](=[O:29])[O:24][C:25]([CH3:28])([CH3:27])[CH3:26])[CH2:12][CH2:13][CH2:14][C@@H:15]([CH3:21])[C:16](=[O:20])[NH:17][C:18]=2[CH:19]=1.[C:32]([O:36][CH3:37])(=[O:35])[CH:33]=[CH2:34].C(N(CCCC)CCCC)CCC. The catalyst is CN(C=O)C.O.CC([O-])=O.CC([O-])=O.[Pd+2]. The product is [NH2:1][C:2]1[C:3](/[CH:34]=[CH:33]/[C:32]([O:36][CH3:37])=[O:35])=[CH:4][C:5]2[C:6]3[CH:7]=[CH:8][N:9]=[C:10]([CH:30]=3)[C@@H:11]([NH:22][C:23]([O:24][C:25]([CH3:28])([CH3:27])[CH3:26])=[O:29])[CH2:12][CH2:13][CH2:14][C@@H:15]([CH3:21])[C:16](=[O:20])[NH:17][C:18]=2[CH:19]=1. The yield is 0.900. (4) The reactants are [CH3:1][N:2]([CH3:60])[CH2:3][CH2:4][NH:5][C:6]([C@:8]12[CH2:46][CH2:45][C@@H:44]([C:47]([CH2:49][N:50]([CH3:59])[C:51](=[O:58])[CH2:52][CH2:53][C:54]([O:56][CH3:57])=[O:55])=[CH2:48])[C@@H:9]1[C@@H:10]1[C@@:23]([CH3:26])([CH2:24][CH2:25]2)[C@@:22]2([CH3:27])[C@@H:13]([C@:14]3([CH3:43])[C@@H:19]([CH2:20][CH2:21]2)[C:18]([CH3:29])([CH3:28])[C:17]([C:30]2[CH:42]=[CH:41][C:33]([C:34]([O:36]C(C)(C)C)=[O:35])=[CH:32][CH:31]=2)=[CH:16][CH2:15]3)[CH2:12][CH2:11]1)=[O:7].C(O)(C(F)(F)F)=O. The catalyst is C(Cl)Cl. The product is [CH3:60][N:2]([CH3:1])[CH2:3][CH2:4][NH:5][C:6]([C@:8]12[CH2:46][CH2:45][C@@H:44]([C:47]([CH2:49][N:50]([CH3:59])[C:51](=[O:58])[CH2:52][CH2:53][C:54]([O:56][CH3:57])=[O:55])=[CH2:48])[C@@H:9]1[C@@H:10]1[C@@:23]([CH3:26])([CH2:24][CH2:25]2)[C@@:22]2([CH3:27])[C@@H:13]([C@:14]3([CH3:43])[C@@H:19]([CH2:20][CH2:21]2)[C:18]([CH3:29])([CH3:28])[C:17]([C:30]2[CH:42]=[CH:41][C:33]([C:34]([OH:36])=[O:35])=[CH:32][CH:31]=2)=[CH:16][CH2:15]3)[CH2:12][CH2:11]1)=[O:7]. The yield is 0.210. (5) The reactants are [CH2:1]([C:5]1[CH:10]=[CH:9][C:8]([C:11]2[N:16]=[CH:15][C:14]([NH:17]C(=O)OC(C)(C)C)=[CH:13][CH:12]=2)=[CH:7][CH:6]=1)[CH2:2][CH2:3][CH3:4]. The catalyst is Cl.CCOC(C)=O. The product is [CH2:1]([C:5]1[CH:6]=[CH:7][C:8]([C:11]2[N:16]=[CH:15][C:14]([NH2:17])=[CH:13][CH:12]=2)=[CH:9][CH:10]=1)[CH2:2][CH2:3][CH3:4]. The yield is 0.910. (6) The reactants are [S:1]1[CH2:6][CH2:5][NH:4][C:3]2[CH:7]=[CH:8][CH:9]=[CH:10][C:2]1=2.[C:11]([N:18]1[CH2:22][CH2:21][C:20](=O)[CH2:19]1)([O:13][C:14]([CH3:17])([CH3:16])[CH3:15])=[O:12].C(O)(=O)C.C(O[BH-](OC(=O)C)OC(=O)C)(=O)C.[Na+]. The catalyst is ClCCCl. The product is [S:1]1[CH2:6][CH2:5][N:4]([CH:21]2[CH2:20][CH2:19][N:18]([C:11]([O:13][C:14]([CH3:17])([CH3:16])[CH3:15])=[O:12])[CH2:22]2)[C:3]2[CH:7]=[CH:8][CH:9]=[CH:10][C:2]1=2. The yield is 0.190. (7) The reactants are [S:1]1[CH:5]=[CH:4][N:3]=[C:2]1[CH:6]=[O:7].[CH2:8](O)[CH2:9][OH:10].O.C1(C)C=CC(S(O)(=O)=O)=CC=1.O. The catalyst is C1(C)C=CC=CC=1.CCOCC.CCOC(C)=O. The product is [O:7]1[CH2:8][CH2:9][O:10][CH:6]1[C:2]1[S:1][CH:5]=[CH:4][N:3]=1. The yield is 0.660. (8) The reactants are CC(C)=O.[CH2:5]([N:7]([CH2:44][CH3:45])[CH2:8][CH2:9][CH2:10][NH:11][C:12]1[N:13]=[C:14]([C:31]2[CH:32]=[C:33]([CH:40]=[CH:41][C:42]=2[CH3:43])[C:34]([NH:36][CH2:37][CH2:38][CH3:39])=[O:35])[C:15]2[CH2:20][NH:19][C:18](=[O:21])[N:17]([C:22]3[C:27]([F:28])=[CH:26][CH:25]=[CH:24][C:23]=3[F:29])[C:16]=2[N:30]=1)[CH3:6].[P:46](=[O:50])([OH:49])([OH:48])[OH:47]. The catalyst is CO. The product is [P:46]([OH:50])([OH:49])([OH:48])=[O:47].[CH2:44]([N:7]([CH2:5][CH3:6])[CH2:8][CH2:9][CH2:10][NH:11][C:12]1[N:13]=[C:14]([C:31]2[CH:32]=[C:33]([CH:40]=[CH:41][C:42]=2[CH3:43])[C:34]([NH:36][CH2:37][CH2:38][CH3:39])=[O:35])[C:15]2[CH2:20][NH:19][C:18](=[O:21])[N:17]([C:22]3[C:23]([F:29])=[CH:24][CH:25]=[CH:26][C:27]=3[F:28])[C:16]=2[N:30]=1)[CH3:45]. The yield is 0.671. (9) The reactants are [CH3:1][C:2]1([CH2:5]O)[CH2:4][CH2:3]1.C1C=C[NH+]=CC=1.[O-][Cr](Cl)(=O)=O.C1COCC1.[C:23]([CH2:25][C:26]([O:28][CH2:29][CH3:30])=[O:27])#[N:24]. The catalyst is C(Cl)Cl.N1CCCCC1.C(O)(=O)C. The product is [CH2:29]([O:28][C:26](=[O:27])[C:25]([C:23]#[N:24])=[CH:5][C:2]1([CH3:1])[CH2:3][CH2:4]1)[CH3:30]. The yield is 0.250. (10) The reactants are [Cl-].O[NH3+:3].[C:4](=[O:7])([O-])[OH:5].[Na+].CS(C)=O.[CH2:13]([C:17]1[N:18]=[C:19]([CH3:47])[N:20]([CH2:39][C:40]2[CH:45]=[CH:44][CH:43]=[CH:42][C:41]=2[F:46])[C:21](=[O:38])[C:22]=1[CH2:23][C:24]1[CH:29]=[CH:28][C:27]([C:30]2[C:31]([C:36]#[N:37])=[CH:32][CH:33]=[CH:34][CH:35]=2)=[CH:26][CH:25]=1)[CH2:14][CH2:15][CH3:16]. The catalyst is C(OCC)(=O)C. The product is [CH2:13]([C:17]1[N:18]=[C:19]([CH3:47])[N:20]([CH2:39][C:40]2[CH:45]=[CH:44][CH:43]=[CH:42][C:41]=2[F:46])[C:21](=[O:38])[C:22]=1[CH2:23][C:24]1[CH:25]=[CH:26][C:27]([C:30]2[CH:35]=[CH:34][CH:33]=[CH:32][C:31]=2[C:36]2[NH:3][C:4](=[O:7])[O:5][N:37]=2)=[CH:28][CH:29]=1)[CH2:14][CH2:15][CH3:16]. The yield is 0.780.